From a dataset of Full USPTO retrosynthesis dataset with 1.9M reactions from patents (1976-2016). Predict the reactants needed to synthesize the given product. (1) The reactants are: [C:1]([N:11]1[CH2:16][CH2:15][N:14]([C:17]2[C:22]([Cl:23])=[C:21]([Cl:24])[CH:20]=[CH:19][C:18]=2[N+:25]([O-])=O)[CH:13]([C:28]([OH:30])=O)[CH2:12]1)([O:3][CH2:4][C:5]1[CH:10]=[CH:9][CH:8]=[CH:7][CH:6]=1)=[O:2]. Given the product [C:1]([N:11]1[CH2:16][CH2:15][N:14]2[C:17]3[C:18]([NH:25][C:28](=[O:30])[CH:13]2[CH2:12]1)=[CH:19][CH:20]=[C:21]([Cl:24])[C:22]=3[Cl:23])([O:3][CH2:4][C:5]1[CH:6]=[CH:7][CH:8]=[CH:9][CH:10]=1)=[O:2], predict the reactants needed to synthesize it. (2) Given the product [CH3:30][O:29][C:27]1[CH:26]=[C:25]([CH2:31][CH2:32][C:33]2[CH:34]=[C:35]([NH:38][C:14](=[O:16])[C:13]3[CH:12]=[CH:11][C:10]([N:6]4[CH2:7][CH2:8][CH2:9][N:3]([CH2:1][CH3:2])[CH2:4][CH2:5]4)=[CH:20][CH:19]=3)[NH:36][N:37]=2)[CH:24]=[C:23]([O:22][CH3:21])[CH:28]=1, predict the reactants needed to synthesize it. The reactants are: [CH2:1]([N:3]1[CH2:9][CH2:8][CH2:7][N:6]([C:10]2[CH:20]=[CH:19][C:13]([C:14]([O:16]CC)=O)=[CH:12][CH:11]=2)[CH2:5][CH2:4]1)[CH3:2].[CH3:21][O:22][C:23]1[CH:24]=[C:25]([CH2:31][CH2:32][C:33]2[CH:34]=[C:35]([NH2:38])[NH:36][N:37]=2)[CH:26]=[C:27]([O:29][CH3:30])[CH:28]=1.C[Al](C)C.C(Cl)Cl.CCOCC. (3) Given the product [CH2:12]([O:11][C:10](=[O:15])[CH2:9][C:6]([C:2]1[S:1][CH:5]=[CH:4][CH:3]=1)=[O:8])[CH3:13], predict the reactants needed to synthesize it. The reactants are: [S:1]1[CH:5]=[CH:4][CH:3]=[C:2]1[C:6]([OH:8])=O.[CH3:9][C:10]1(C)[O:15]C(=O)[CH2:13][C:12](=O)[O:11]1.C1(N=C=NC2CCCCC2)CCCCC1.O.C1(C)C=CC(S(O)(=O)=O)=CC=1. (4) Given the product [C:1]1([C:24]2[CH:25]=[CH:26][CH:27]=[CH:28][CH:29]=2)[CH:2]=[CH:3][C:4]([CH2:7][N:8]2[C:16]([I:38])=[C:15]3[C:10]([N:11]([CH2:20][CH:21]([CH3:23])[CH3:22])[C:12](=[O:19])[N:13]([CH3:18])[C:14]3=[O:17])=[N:9]2)=[CH:5][CH:6]=1, predict the reactants needed to synthesize it. The reactants are: [C:1]1([C:24]2[CH:29]=[CH:28][CH:27]=[CH:26][CH:25]=2)[CH:6]=[CH:5][C:4]([CH2:7][N:8]2[CH:16]=[C:15]3[C:10]([N:11]([CH2:20][CH:21]([CH3:23])[CH3:22])[C:12](=[O:19])[N:13]([CH3:18])[C:14]3=[O:17])=[N:9]2)=[CH:3][CH:2]=1.[Li+].CC([N-]C(C)C)C.[I:38]I. (5) Given the product [F:1][C:2]1[C:11]2[O:10][CH2:9][C:8]([N+:15]([O-:17])=[O:16])=[CH:7][C:6]=2[C:5]([C:12]([NH2:14])=[O:13])=[CH:4][CH:3]=1, predict the reactants needed to synthesize it. The reactants are: [F:1][C:2]1[C:11]2[O:10][CH2:9][CH:8]=[CH:7][C:6]=2[C:5]([C:12]([NH2:14])=[O:13])=[CH:4][CH:3]=1.[N:15]([O-:17])=[O:16].[Na+].II.C(OCC)(=O)C. (6) Given the product [C:1]1([C:7]2[N:8]=[C:9]3[N:13]([C:14]=2/[CH:15]=[CH:17]/[C:18]2[CH:23]=[CH:22][N:21]=[CH:20][N:19]=2)[CH:12]=[CH:11][S:10]3)[CH:6]=[CH:5][CH:4]=[CH:3][CH:2]=1, predict the reactants needed to synthesize it. The reactants are: [C:1]1([C:7]2[N:8]=[C:9]3[N:13]([C:14]=2[CH:15]=O)[CH:12]=[CH:11][S:10]3)[CH:6]=[CH:5][CH:4]=[CH:3][CH:2]=1.[CH3:17][C:18]1[CH:23]=[CH:22][N:21]=[CH:20][N:19]=1. (7) Given the product [C:9]1([NH:8][C:2]2[CH:7]=[CH:6][CH:5]=[CH:4][N:3]=2)[CH:14]=[CH:13][CH:12]=[CH:11][CH:10]=1, predict the reactants needed to synthesize it. The reactants are: Br[C:2]1[CH:7]=[CH:6][CH:5]=[CH:4][N:3]=1.[NH2:8][C:9]1[CH:14]=[CH:13][CH:12]=[CH:11][CH:10]=1.CC(C)([O-])C.[Na+].C(OCC)(=O)C.